Dataset: CYP2C9 inhibition data for predicting drug metabolism from PubChem BioAssay. Task: Regression/Classification. Given a drug SMILES string, predict its absorption, distribution, metabolism, or excretion properties. Task type varies by dataset: regression for continuous measurements (e.g., permeability, clearance, half-life) or binary classification for categorical outcomes (e.g., BBB penetration, CYP inhibition). Dataset: cyp2c9_veith. (1) The molecule is COc1cccc(Nc2ncc3nc(CCc4ccccc4)c(=O)n(Cc4cccs4)c3n2)c1. The result is 0 (non-inhibitor). (2) The molecule is CN1CCN2c3ncccc3Cc3ccccc3C2C1. The result is 1 (inhibitor). (3) The drug is COc1ccc(O[C@H]2C=C[C@@H](c3ccccc3)O[C@H]2COC(=O)CC/C(C)=N\OC[C@@H](O)COCc2ccco2)cc1. The result is 1 (inhibitor). (4) The drug is Cn1cccc1C(=O)N1CCC2(CCCN(c3cccc(-c4ccccc4)c3)C2)CC1. The result is 1 (inhibitor). (5) The molecule is c1ccc(-c2noc(CSc3nnnn3C3CCCCC3)n2)cc1. The result is 1 (inhibitor). (6) The molecule is C=CCNc1nc(-c2ccc(Cl)cc2)cs1. The result is 1 (inhibitor). (7) The compound is COc1ncc2nc(C)c(=O)n(C)c2n1. The result is 0 (non-inhibitor).